Dataset: Orexin1 receptor HTS with 218,158 compounds and 233 confirmed actives. Task: Binary Classification. Given a drug SMILES string, predict its activity (active/inactive) in a high-throughput screening assay against a specified biological target. (1) The result is 0 (inactive). The drug is S1c2c(N(CC1)Cc1ccc(F)cc1)cc(C(=O)N1CCN(CC1)C(OCC)=O)cc2. (2) The compound is S(CC(=O)NC1CC1)Cc1nc(oc1C)c1ccc(SC)cc1. The result is 0 (inactive).